From a dataset of Full USPTO retrosynthesis dataset with 1.9M reactions from patents (1976-2016). Predict the reactants needed to synthesize the given product. (1) Given the product [C:1]([C:5]1[CH:6]=[CH:7][C:8]([CH3:20])=[C:9]([NH:11][C:12]([NH:21][C:22]2[C:31]3[C:26](=[CH:27][CH:28]=[CH:29][CH:30]=3)[C:25]([C:32]3[CH:33]=[N:34][C:35]([CH2:38][N:39]4[CH2:40][CH2:41][O:42][CH2:43][CH2:44]4)=[CH:36][CH:37]=3)=[CH:24][CH:23]=2)=[O:14])[CH:10]=1)([CH3:2])([CH3:3])[CH3:4], predict the reactants needed to synthesize it. The reactants are: [C:1]([C:5]1[CH:6]=[CH:7][C:8]([CH3:20])=[C:9]([NH:11][C:12]([O:14]CC(Cl)(Cl)Cl)=O)[CH:10]=1)([CH3:4])([CH3:3])[CH3:2].[NH2:21][C:22]1[C:31]2[C:26](=[CH:27][CH:28]=[CH:29][CH:30]=2)[C:25]([C:32]2[CH:33]=[N:34][C:35]([CH2:38][N:39]3[CH2:44][CH2:43][O:42][CH2:41][CH2:40]3)=[CH:36][CH:37]=2)=[CH:24][CH:23]=1.C(N(C(C)C)CC)(C)C.CS(C)=O. (2) Given the product [Cl:1][C:2]1[CH:3]=[C:4]([CH:25]=[CH:26][C:27]=1[Cl:28])[O:5][C:6]1[CH:11]=[CH:10][CH:9]=[CH:8][C:7]=1[NH:12][S:13]([C:16]1[CH:17]=[CH:18][C:19]([C:20]([NH:44][CH2:43][CH2:42][N:39]2[CH2:38][CH2:37][N:36]([C:34]3[CH:33]=[CH:32][CH:31]=[C:30]([CH3:29])[N:35]=3)[CH2:41][CH2:40]2)=[O:21])=[CH:23][CH:24]=1)(=[O:14])=[O:15], predict the reactants needed to synthesize it. The reactants are: [Cl:1][C:2]1[CH:3]=[C:4]([CH:25]=[CH:26][C:27]=1[Cl:28])[O:5][C:6]1[CH:11]=[CH:10][CH:9]=[CH:8][C:7]=1[NH:12][S:13]([C:16]1[CH:24]=[CH:23][C:19]([C:20](O)=[O:21])=[CH:18][CH:17]=1)(=[O:15])=[O:14].[CH3:29][C:30]1[N:35]=[C:34]([N:36]2[CH2:41][CH2:40][N:39]([CH2:42][CH2:43][NH2:44])[CH2:38][CH2:37]2)[CH:33]=[CH:32][CH:31]=1. (3) Given the product [Cl:8][C:4]1[CH:5]=[CH:6][CH:7]=[C:2]([Cl:1])[C:3]=1[N:9]1[C:14](=[O:15])[C:13]2[CH:16]=[N:17][C:18]([NH:20][C:21]3[CH:30]=[C:29]4[C:24]([C:25]5([CH2:38][CH2:39]5)[CH2:26][NH:27][CH2:28]4)=[CH:23][CH:22]=3)=[N:19][C:12]=2[N:11]2[CH:40]=[CH:41][N:42]=[C:10]12, predict the reactants needed to synthesize it. The reactants are: [Cl:1][C:2]1[CH:7]=[CH:6][CH:5]=[C:4]([Cl:8])[C:3]=1[N:9]1[C:14](=[O:15])[C:13]2[CH:16]=[N:17][C:18]([NH:20][C:21]3[CH:30]=[C:29]4[C:24]([C:25]5([CH2:39][CH2:38]5)[CH2:26][N:27](C(OC(C)(C)C)=O)[CH2:28]4)=[CH:23][CH:22]=3)=[N:19][C:12]=2[N:11]2[CH:40]=[CH:41][N:42]=[C:10]12.C(O)(C(F)(F)F)=O.